This data is from Catalyst prediction with 721,799 reactions and 888 catalyst types from USPTO. The task is: Predict which catalyst facilitates the given reaction. Reactant: [CH3:1][C:2]1[N:3]([CH2:14][C:15]2[CH:16]=[N:17][CH:18]=[N:19][CH:20]=2)[C:4]2[C:9]([C:10]=1[C:11]([OH:13])=O)=[CH:8][CH:7]=[CH:6][CH:5]=2.C1C=C2N=NN(O)C2=CC=1.N.C(N(CC)CC)C.[NH2:39][CH2:40][C:41]1[C:42]([OH:49])=[N:43][C:44]([CH3:48])=[CH:45][C:46]=1[CH3:47]. Product: [CH3:47][C:46]1[CH:45]=[C:44]([CH3:48])[NH:43][C:42](=[O:49])[C:41]=1[CH2:40][NH:39][C:11]([C:10]1[C:9]2[C:4](=[CH:5][CH:6]=[CH:7][CH:8]=2)[N:3]([CH2:14][C:15]2[CH:20]=[N:19][CH:18]=[N:17][CH:16]=2)[C:2]=1[CH3:1])=[O:13]. The catalyst class is: 4.